From a dataset of Forward reaction prediction with 1.9M reactions from USPTO patents (1976-2016). Predict the product of the given reaction. (1) Given the reactants O[C:2]1[CH:17]=[C:16]([OH:18])[CH:15]=[CH:14][C:3]=1[C:4]([C:6]1[CH:11]=[CH:10][C:9]([OH:12])=[CH:8][C:7]=1[OH:13])=O.C([O-])(=O)C.[Na+].Cl.[CH3:25][S:26]([C:29]1[CH:34]=[CH:33][C:32]([NH:35][NH2:36])=[CH:31][CH:30]=1)(=[O:28])=[O:27], predict the reaction product. The product is: [OH:18][C:16]1[CH:17]=[C:2]2[C:3]([C:4]([C:6]3[CH:11]=[CH:10][C:9]([OH:12])=[CH:8][C:7]=3[OH:13])=[N:36][N:35]2[C:32]2[CH:31]=[CH:30][C:29]([S:26]([CH3:25])(=[O:28])=[O:27])=[CH:34][CH:33]=2)=[CH:14][CH:15]=1. (2) Given the reactants [N:1]1[CH:6]=[C:5]([C:7]#[N:8])[CH:4]=[N:3][CH:2]=1.[NH2:9][OH:10], predict the reaction product. The product is: [OH:10][N:9]=[C:7]([C:5]1[CH:6]=[N:1][CH:2]=[N:3][CH:4]=1)[NH2:8].